This data is from Peptide-MHC class II binding affinity with 134,281 pairs from IEDB. The task is: Regression. Given a peptide amino acid sequence and an MHC pseudo amino acid sequence, predict their binding affinity value. This is MHC class II binding data. (1) The peptide sequence is LSPISNMVSMANNHM. The MHC is DRB1_1201 with pseudo-sequence DRB1_1201. The binding affinity (normalized) is 0.380. (2) The peptide sequence is RIVVPCREQDELIGR. The binding affinity (normalized) is 0.383. The MHC is HLA-DQA10501-DQB10302 with pseudo-sequence HLA-DQA10501-DQB10302. (3) The peptide sequence is LIEVNPPFGDSYIIV. The MHC is HLA-DQA10201-DQB10303 with pseudo-sequence HLA-DQA10201-DQB10303. The binding affinity (normalized) is 0.175. (4) The peptide sequence is GATVAVDCRPFNGGE. The MHC is HLA-DPA10201-DPB11401 with pseudo-sequence HLA-DPA10201-DPB11401. The binding affinity (normalized) is 0. (5) The peptide sequence is AAAAYRAAAAAAA. The MHC is H-2-IAu with pseudo-sequence H-2-IAu. The binding affinity (normalized) is 0.703.